Dataset: Forward reaction prediction with 1.9M reactions from USPTO patents (1976-2016). Task: Predict the product of the given reaction. (1) Given the reactants Br[C:2]1[CH:3]=[CH:4][C:5]([CH:8]=[O:9])=[N:6][CH:7]=1.[CH3:10][NH:11][C:12]([C:14]1[CH:19]=[CH:18][C:17](B(O)O)=[CH:16][CH:15]=1)=[O:13].C([O-])([O-])=O.[Na+].[Na+].CCOC(C)=O.CCCCCC, predict the reaction product. The product is: [CH:8]([C:5]1[N:6]=[CH:7][C:2]([C:17]2[CH:18]=[CH:19][C:14]([C:12]([NH:11][CH3:10])=[O:13])=[CH:15][CH:16]=2)=[CH:3][CH:4]=1)=[O:9]. (2) Given the reactants Br[C:2]1[C:3]([C:16]2[CH:21]=[CH:20][C:19]([F:22])=[CH:18][CH:17]=2)=[C:4]2[C:9](=[C:10]([O:13][CH3:14])[C:11]=1[F:12])[N:8]=[CH:7][NH:6][C:5]2=[O:15].[F:23][C:24]1[CH:29]=[CH:28][C:27](B(O)O)=[CH:26][CH:25]=1.C(=O)([O-])[O-].[Cs+].[Cs+].BrBr, predict the reaction product. The product is: [F:12][C:11]1[C:10]([O:13][CH3:14])=[C:9]2[C:4]([C:5](=[O:15])[NH:6][CH:7]=[N:8]2)=[C:3]([C:16]2[CH:21]=[CH:20][C:19]([F:22])=[CH:18][CH:17]=2)[C:2]=1[C:27]1[CH:28]=[CH:29][C:24]([F:23])=[CH:25][CH:26]=1. (3) Given the reactants [CH3:1][O:2][C:3](=[O:10])[CH:4]([O:8][CH3:9])[C:5](O)=[O:6].[F:11][C:12]([F:19])([C:15]([F:18])([F:17])[F:16])[CH2:13][NH2:14], predict the reaction product. The product is: [CH3:1][O:2][C:3](=[O:10])[CH:4]([O:8][CH3:9])[C:5]([NH:14][CH2:13][C:12]([F:19])([F:11])[C:15]([F:18])([F:17])[F:16])=[O:6].